From a dataset of Forward reaction prediction with 1.9M reactions from USPTO patents (1976-2016). Predict the product of the given reaction. (1) Given the reactants Cl.[N:2]1[CH:7]=[CH:6][CH:5]=[CH:4][C:3]=1[C:8]1[CH2:9][CH2:10][NH:11][CH2:12][CH:13]=1.C=O.[F:16][C:17]1[CH:25]=[CH:24][C:20]([C:21]([NH2:23])=[O:22])=[CH:19][C:18]=1[CH3:26].[C:27](=O)([O-])[O-].[K+].[K+], predict the reaction product. The product is: [N:2]1[CH:7]=[CH:6][CH:5]=[CH:4][C:3]=1[C:8]1[CH2:9][CH2:10][N:11]([CH2:27][NH:23][C:21](=[O:22])[C:20]2[CH:24]=[CH:25][C:17]([F:16])=[C:18]([CH3:26])[CH:19]=2)[CH2:12][CH:13]=1. (2) The product is: [OH:2][C:3]1[CH:8]=[C:7]([O:9][CH:10]([C:13]2[S:17][C:16]([C:18]3[CH:19]=[CH:20][C:21]([C:24]([F:26])([F:27])[F:25])=[CH:22][CH:23]=3)=[N:15][C:14]=2[CH3:28])[CH2:11][CH3:12])[CH:6]=[CH:5][C:4]=1[C:29]1[NH:33][C:32](=[O:34])[O:31][N:30]=1. Given the reactants C[O:2][C:3]1[CH:8]=[C:7]([O:9][CH:10]([C:13]2[S:17][C:16]([C:18]3[CH:23]=[CH:22][C:21]([C:24]([F:27])([F:26])[F:25])=[CH:20][CH:19]=3)=[N:15][C:14]=2[CH3:28])[CH2:11][CH3:12])[CH:6]=[CH:5][C:4]=1[C:29]1[NH:33][C:32](=[O:34])[O:31][N:30]=1.B(Br)(Br)Br.CO, predict the reaction product. (3) Given the reactants Br[C:2]1[C:7]2=[N:8][C:9]([C:12]([NH:14][CH:15]([C:17]([OH:20])([CH3:19])[CH3:18])[CH3:16])=[O:13])=[CH:10][N:11]=[C:6]2[CH:5]=[N:4][CH:3]=1.[Cl:21][C:22]1[CH:27]=[CH:26][C:25](B(O)O)=[CH:24][C:23]=1[F:31].C(=O)([O-])[O-].[Cs+].[Cs+].O1CCOCC1, predict the reaction product. The product is: [Cl:21][C:22]1[CH:27]=[CH:26][C:25]([C:2]2[C:7]3=[N:8][C:9]([C:12]([NH:14][CH:15]([C:17]([OH:20])([CH3:19])[CH3:18])[CH3:16])=[O:13])=[CH:10][N:11]=[C:6]3[CH:5]=[N:4][CH:3]=2)=[CH:24][C:23]=1[F:31]. (4) Given the reactants [CH3:1][O:2][C:3](=[O:29])[NH:4][C:5]1[S:6][C:7]2[C:13]([C:14]3[N:15]=[C:16]([NH:19]C(OC(C)(C)C)=O)[NH:17][CH:18]=3)=[CH:12][CH:11]=[C:10]([O:27][CH3:28])[C:8]=2[N:9]=1, predict the reaction product. The product is: [CH3:1][O:2][C:3](=[O:29])[NH:4][C:5]1[S:6][C:7]2[C:13]([C:14]3[N:15]=[C:16]([NH2:19])[NH:17][CH:18]=3)=[CH:12][CH:11]=[C:10]([O:27][CH3:28])[C:8]=2[N:9]=1.